From a dataset of Catalyst prediction with 721,799 reactions and 888 catalyst types from USPTO. Predict which catalyst facilitates the given reaction. (1) Reactant: [CH:1]1[C:6]([C@H:7]([CH2:12][NH2:13])[CH2:8][C:9](O)=[O:10])=[CH:5][CH:4]=[C:3]([Cl:14])[CH:2]=1. Product: [Cl:14][C:3]1[CH:4]=[CH:5][C:6]([C@@H:7]2[CH2:12][NH:13][C:9](=[O:10])[CH2:8]2)=[CH:1][CH:2]=1. The catalyst class is: 15. (2) Reactant: [CH2:1]([C:8]1[CH:13]=[CH:12][C:11]([C:14]2[N:19]=[CH:18][N:17]=[C:16]([NH:20][C@H:21]([C:29]([O:31]C)=[O:30])[CH2:22][C:23]3[CH:28]=[CH:27][CH:26]=[CH:25][CH:24]=3)[CH:15]=2)=[CH:10][CH:9]=1)[C:2]1[CH:7]=[CH:6][CH:5]=[CH:4][CH:3]=1.[OH-].[Na+].Cl. Product: [CH2:1]([C:8]1[CH:9]=[CH:10][C:11]([C:14]2[N:19]=[CH:18][N:17]=[C:16]([NH:20][C@H:21]([C:29]([OH:31])=[O:30])[CH2:22][C:23]3[CH:28]=[CH:27][CH:26]=[CH:25][CH:24]=3)[CH:15]=2)=[CH:12][CH:13]=1)[C:2]1[CH:3]=[CH:4][CH:5]=[CH:6][CH:7]=1. The catalyst class is: 111. (3) Reactant: [CH3:1][C:2]([N:6]1[CH2:11][CH2:10][NH:9][CH2:8][CH2:7]1)([CH3:5])[C:3]#[CH:4].C(=O)([O-])[O-].[K+].[K+].Br[CH2:19][C:20]#[N:21]. Product: [CH3:5][C:2]([N:6]1[CH2:7][CH2:8][N:9]([CH2:19][C:20]#[N:21])[CH2:10][CH2:11]1)([CH3:1])[C:3]#[CH:4]. The catalyst class is: 311. (4) Reactant: [C:1]1([NH:7][C:8]2[CH:13]=[CH:12][CH:11]=[CH:10][CH:9]=2)[CH:6]=[CH:5][CH:4]=[CH:3][CH:2]=1.FC1C=CC([N+:21]([O-])=O)=CC=1.C(O[SiH](O[CH2:32][CH3:33])OCC)C.[N:34]([CH2:37][CH2:38][CH2:39][Si:40]([O:47][CH2:48][CH3:49])([O:44][CH2:45][CH3:46])[O:41][CH2:42][CH3:43])=[C:35]=[O:36].[CH3:50][CH2:51][CH2:52][CH2:53]C. Product: [C:8]1([N:7]([C:33]2[CH:32]=[CH:53][CH:52]=[CH:51][CH:50]=2)[C:1]2[CH:2]=[CH:3][C:4]([NH:21][C:35]([NH:34][CH2:37][CH2:38][CH2:39][Si:40]([O:47][CH2:48][CH3:49])([O:41][CH2:42][CH3:43])[O:44][CH2:45][CH3:46])=[O:36])=[CH:5][CH:6]=2)[CH:9]=[CH:10][CH:11]=[CH:12][CH:13]=1. The catalyst class is: 8. (5) Reactant: [C:1]([O:4][C:5]([CH3:8])([CH3:7])[CH3:6])(=[O:3])[CH3:2].C([N-]C(C)C)(C)C.[Li+].[O:17]=[C:18]([C@H:24]([CH3:40])[C@@H:25]([O:31][C:32]([O:34][CH2:35][C:36]([Cl:39])([Cl:38])[Cl:37])=[O:33])[C@@H:26]([CH3:30])[CH2:27][CH:28]=[CH2:29])[C:19]([CH3:23])([CH3:22])[CH:20]=[O:21].O. Product: [O:17]=[C:18]([C@H:24]([CH3:40])[C@@H:25]([O:31][C:32]([O:34][CH2:35][C:36]([Cl:37])([Cl:38])[Cl:39])=[O:33])[C@@H:26]([CH3:30])[CH2:27][CH:28]=[CH2:29])[C:19]([CH3:23])([CH3:22])[C@@H:20]([OH:21])[CH2:2][C:1]([O:4][C:5]([CH3:8])([CH3:7])[CH3:6])=[O:3]. The catalyst class is: 332.